From a dataset of Catalyst prediction with 721,799 reactions and 888 catalyst types from USPTO. Predict which catalyst facilitates the given reaction. (1) Reactant: [NH2:1][CH2:2][C@H:3]([OH:12])[CH2:4][O:5][C:6]1[CH:7]=[N:8][CH:9]=[CH:10][CH:11]=1.O=[C:14]1[CH2:19][CH2:18][N:17]([C:20]2[CH:33]=[CH:32][C:23]([CH2:24][CH:25]3[S:29][C:28](=[O:30])[NH:27][C:26]3=[O:31])=[CH:22][CH:21]=2)[CH2:16][CH2:15]1.C(O[BH-](OC(=O)C)OC(=O)C)(=O)C.[Na+].C(O)(=O)C. Product: [OH:12][C@H:3]([CH2:4][O:5][C:6]1[CH:7]=[N:8][CH:9]=[CH:10][CH:11]=1)[CH2:2][NH:1][CH:14]1[CH2:15][CH2:16][N:17]([C:20]2[CH:33]=[CH:32][C:23]([CH2:24][CH:25]3[S:29][C:28](=[O:30])[NH:27][C:26]3=[O:31])=[CH:22][CH:21]=2)[CH2:18][CH2:19]1. The catalyst class is: 9. (2) Reactant: [C:1]1([C:7]2[NH:8][C:9]([CH:12]3[CH2:17][CH2:16][N:15](C(OC(C)(C)C)=O)[CH2:14][CH2:13]3)=[N:10][N:11]=2)[CH:6]=[CH:5][CH:4]=[CH:3][CH:2]=1.C(O)(C(F)(F)F)=O. Product: [C:1]1([C:7]2[NH:8][C:9]([CH:12]3[CH2:17][CH2:16][NH:15][CH2:14][CH2:13]3)=[N:10][N:11]=2)[CH:2]=[CH:3][CH:4]=[CH:5][CH:6]=1. The catalyst class is: 4. (3) Reactant: [C:1]([O:5][C:6]([N:8]1[CH2:13][CH2:12][CH2:11][C@@H:10]([N:14]2[C:18]3[CH:19]=[CH:20][CH:21]=[CH:22][C:17]=3[N:16]=[C:15]2[C@@H:23]([NH:25]C(OCC2C=CC=CC=2)=O)[CH3:24])[CH2:9]1)=[O:7])([CH3:4])([CH3:3])[CH3:2].CC(O)=O. Product: [C:1]([O:5][C:6]([N:8]1[CH2:13][CH2:12][CH2:11][C@@H:10]([N:14]2[C:18]3[CH:19]=[CH:20][CH:21]=[CH:22][C:17]=3[N:16]=[C:15]2[C@@H:23]([NH2:25])[CH3:24])[CH2:9]1)=[O:7])([CH3:4])([CH3:2])[CH3:3]. The catalyst class is: 25.